This data is from Full USPTO retrosynthesis dataset with 1.9M reactions from patents (1976-2016). The task is: Predict the reactants needed to synthesize the given product. (1) Given the product [C:22]([O:21][C:19](=[O:20])[NH:35][CH2:17][CH2:16][C:15]1[C:10]2[N:11]([CH:18]=[C:8]([C:5]3[CH:4]=[CH:3][C:2]([F:1])=[CH:7][CH:6]=3)[N:9]=2)[CH:12]=[CH:13][N:14]=1)([CH3:25])([CH3:24])[CH3:23], predict the reactants needed to synthesize it. The reactants are: [F:1][C:2]1[CH:7]=[CH:6][C:5]([C:8]2[N:9]=[C:10]3[C:15]([CH:16]=[CH2:17])=[N:14][CH:13]=[CH:12][N:11]3[CH:18]=2)=[CH:4][CH:3]=1.[C:19](O[C:19]([O:21][C:22]([CH3:25])([CH3:24])[CH3:23])=[O:20])([O:21][C:22]([CH3:25])([CH3:24])[CH3:23])=[O:20].[OH-].[NH4+:35]. (2) Given the product [Cl:60][C:57]1[CH:58]=[CH:59][C:34]2[O:33][C:32]3[C:29](=[O:31])[NH:30][C:38]([C@@H:40]4[CH2:48][CH:47]5[CH:42]([CH2:43][CH2:44][CH2:45][CH2:46]5)[N:41]4[C:49]([O:51][C:52]([CH3:53])([CH3:54])[CH3:55])=[O:50])=[N:37][C:36]=3[C:35]=2[CH:56]=1, predict the reactants needed to synthesize it. The reactants are: BrC1C=CC2OC3C(=O)NC(C4CCN(C(OC(C)(C)C)=O)CC4)=NC=3C=2C=1.[C:29]([C:32]1[O:33][C:34]2[CH:59]=[CH:58][C:57]([Cl:60])=[CH:56][C:35]=2[C:36]=1[NH:37][C:38]([C@@H:40]1[CH2:48][CH:47]2[CH:42]([CH2:43][CH2:44][CH2:45][CH2:46]2)[N:41]1[C:49]([O:51][C:52]([CH3:55])([CH3:54])[CH3:53])=[O:50])=O)(=[O:31])[NH2:30].BrC1C=CC2OC(C(=O)N)=C(NC(C3CCN(C(OC(C)(C)C)=O)CC3)=O)C=2C=1. (3) Given the product [Cl:1][C:2]1[CH:3]=[C:4]([C:8]2[N:9]=[C:10]([NH:20][C:21]3[CH:26]=[CH:25][C:24]([CH2:27][C:28]4[N:30]=[N:31][NH:32][N:29]=4)=[CH:23][CH:22]=3)[C:11]3[S:17](=[O:19])(=[O:18])[CH2:16][CH2:15][CH2:14][C:12]=3[N:13]=2)[CH:5]=[CH:6][CH:7]=1, predict the reactants needed to synthesize it. The reactants are: [Cl:1][C:2]1[CH:3]=[C:4]([C:8]2[N:9]=[C:10]([NH:20][C:21]3[CH:26]=[CH:25][C:24]([CH2:27][C:28]#[N:29])=[CH:23][CH:22]=3)[C:11]3[S:17](=[O:19])(=[O:18])[CH2:16][CH2:15][CH2:14][C:12]=3[N:13]=2)[CH:5]=[CH:6][CH:7]=1.[N:30]([Si](C)(C)C)=[N+:31]=[N-:32].O.[F-].C([N+](CCCC)(CCCC)CCCC)CCC. (4) Given the product [CH3:54][O:55][C:56]([CH:57]1[CH2:61][CH2:60][CH2:59][N:58]1[CH2:9][CH2:8][O:7][C:6]1[CH:11]=[C:12]([NH:15][C:16]2[C:25]3[C:20](=[CH:21][C:22]([C:26]4[C:31]([C:32]([F:35])([F:33])[F:34])=[CH:30][CH:29]=[CH:28][N:27]=4)=[CH:23][CH:24]=3)[N:19]=[CH:18][N:17]=2)[CH:13]=[CH:14][C:5]=1[C:1]([CH3:2])([CH3:4])[CH3:3])=[O:62], predict the reactants needed to synthesize it. The reactants are: [C:1]([C:5]1[CH:14]=[CH:13][C:12]([NH:15][C:16]2[C:25]3[C:20](=[CH:21][C:22]([C:26]4[C:31]([C:32]([F:35])([F:34])[F:33])=[CH:30][CH:29]=[CH:28][N:27]=4)=[CH:23][CH:24]=3)[N:19]=[CH:18][N:17]=2)=[CH:11][C:6]=1[O:7][CH2:8][CH2:9]O)([CH3:4])([CH3:3])[CH3:2].C(N(CC)CC)C.CS(Cl)(=O)=O.C(=O)([O-])[O-].[K+].[K+].[CH3:54][O:55][C:56](=[O:62])[C@@H:57]1[CH2:61][CH2:60][CH2:59][NH:58]1. (5) Given the product [F:14][C:13]([F:16])([F:15])[C:10]1[CH:11]=[CH:12][C:7]([NH:6][C@H:3]([CH2:1][CH3:2])[CH2:4][C:5]([OH:17])=[O:18])=[CH:8][CH:9]=1, predict the reactants needed to synthesize it. The reactants are: [CH2:1]([C@H:3]1[N:6]([C:7]2[CH:12]=[CH:11][C:10]([C:13]([F:16])([F:15])[F:14])=[CH:9][CH:8]=2)[C:5](=[O:17])[CH2:4]1)[CH3:2].[OH2:18].[OH-].[K+]. (6) Given the product [C:29]([NH:28][C:24]1[CH:23]=[C:22]([NH:21][C:17]([C:15]2[CH:14]=[CH:13][C:11]3[S:12][C:8]([C:6]4[CH:5]=[CH:4][N:3]=[C:2]([NH2:1])[N:7]=4)=[C:9]([CH3:20])[C:10]=3[CH:16]=2)=[O:19])[CH:27]=[CH:26][CH:25]=1)(=[O:31])[CH3:30], predict the reactants needed to synthesize it. The reactants are: [NH2:1][C:2]1[N:7]=[C:6]([C:8]2[S:12][C:11]3[CH:13]=[CH:14][C:15]([C:17]([OH:19])=O)=[CH:16][C:10]=3[C:9]=2[CH3:20])[CH:5]=[CH:4][N:3]=1.[NH2:21][C:22]1[CH:23]=[C:24]([NH:28][C:29](=[O:31])[CH3:30])[CH:25]=[CH:26][CH:27]=1.CN(C(ON1N=NC2C=CC=NC1=2)=[N+](C)C)C.F[P-](F)(F)(F)(F)F.CN(C=O)C. (7) Given the product [OH:10][N:9]=[C:6]([C:2]1[S:1][CH:5]=[CH:4][CH:3]=1)[CH:7]([CH3:8])[C:20](=[O:22])[C:19]([O:26][CH2:27][CH3:28])=[O:25], predict the reactants needed to synthesize it. The reactants are: [S:1]1[CH:5]=[CH:4][CH:3]=[C:2]1[C:6](=[N:9][OH:10])[CH2:7][CH3:8].[Li+].CC([N-]C(C)C)C.[C:19]([O:26][CH2:27][CH3:28])(=[O:25])[C:20]([O:22]CC)=O. (8) Given the product [C:1]([O:5][C:6]([N:8]1[CH2:13][CH2:12][CH:11]([O:14][C:18]2[CH:19]=[C:20]3[C:25](=[CH:26][C:27]=2[CH3:28])[C:24](=[O:29])[N:23]([CH2:30][C:31]2[CH:32]=[CH:33][C:34]([O:37][CH3:38])=[CH:35][CH:36]=2)[CH:22]=[CH:21]3)[CH2:10][CH2:9]1)=[O:7])([CH3:4])([CH3:2])[CH3:3], predict the reactants needed to synthesize it. The reactants are: [C:1]([O:5][C:6]([N:8]1[CH2:13][CH2:12][CH:11]([OH:14])[CH2:10][CH2:9]1)=[O:7])([CH3:4])([CH3:3])[CH3:2].[H-].[Na+].F[C:18]1[CH:19]=[C:20]2[C:25](=[CH:26][C:27]=1[CH3:28])[C:24](=[O:29])[N:23]([CH2:30][C:31]1[CH:36]=[CH:35][C:34]([O:37][CH3:38])=[CH:33][CH:32]=1)[CH:22]=[CH:21]2.O.